The task is: Predict the reaction yield, written as a fraction of the theoretical maximum amount of product (1.0 means a 100% yield; for example, 0.34 means a 34% yield).. This data is from Reaction yield outcomes from USPTO patents with 853,638 reactions. (1) The reactants are [CH3:1][C:2]1[CH:3]=[C:4]([NH2:9])[C:5]([NH2:8])=[CH:6][CH:7]=1.[CH:10]([CH:12]=O)=O. The catalyst is C(O)(C)C. The product is [CH3:1][C:2]1[CH:3]=[C:4]2[C:5](=[CH:6][CH:7]=1)[N:8]=[CH:12][CH:10]=[N:9]2. The yield is 0.930. (2) The reactants are [PH:1](=[O:4])([OH:3])[OH:2].[C:5]1(O)[CH:10]=[CH:9][CH:8]=[CH:7][CH:6]=1.[CH:12]1(N=C=N[CH:12]2[CH2:17][CH2:16][CH2:15][CH2:14][CH2:13]2)[CH2:17][CH2:16][CH2:15][CH2:14][CH2:13]1.CCOC(C)=O. The catalyst is N1C=CC=CC=1. The product is [C:5]1([O:4][PH:1](=[O:3])[O:2][C:12]2[CH:17]=[CH:16][CH:15]=[CH:14][CH:13]=2)[CH:10]=[CH:9][CH:8]=[CH:7][CH:6]=1. The yield is 0.600. (3) The reactants are [CH2:1]([C:5]1[N:9]([CH2:10][C:11]2[CH:16]=[CH:15][C:14]([C:17]3[C:18]([C:23]#[N:24])=[CH:19][CH:20]=[CH:21][CH:22]=3)=[CH:13][CH:12]=2)[C:8](=[O:25])[NH:7][N:6]=1)[CH2:2][CH2:3][CH3:4].[CH3:26][C:27]1([CH3:39])[CH2:31][C:30]2[CH:32]=[C:33](B(O)O)[CH:34]=[CH:35][C:29]=2[O:28]1.N1C=CC=CC=1.C(N(CC)CC)C. The catalyst is C(OCC)(=O)C.C([O-])(=O)C.[Cu+2].C([O-])(=O)C.ClCCl. The product is [CH2:1]([C:5]1[N:9]([CH2:10][C:11]2[CH:16]=[CH:15][C:14]([C:17]3[C:18]([C:23]#[N:24])=[CH:19][CH:20]=[CH:21][CH:22]=3)=[CH:13][CH:12]=2)[C:8](=[O:25])[N:7]([C:33]2[CH:34]=[CH:35][C:29]3[O:28][C:27]([CH3:26])([CH3:39])[CH2:31][C:30]=3[CH:32]=2)[N:6]=1)[CH2:2][CH2:3][CH3:4]. The yield is 1.00. (4) The reactants are [Cl:1][C:2]1[CH:7]=[CH:6][C:5]([C:8](=[NH:20])[NH:9][C:10]2[CH:15]=[CH:14][C:13]([S:16]([CH3:19])(=[O:18])=[O:17])=[CH:12][CH:11]=2)=[CH:4][CH:3]=1.C(=O)(O)[O-].[Na+].[F:26][C:27]1[CH:28]=[C:29]([CH:34]=[CH:35][CH:36]=1)[C:30](=O)[CH2:31]Br. The catalyst is C(O)(C)C. The product is [Cl:1][C:2]1[CH:3]=[CH:4][C:5]([C:8]2[N:9]([C:10]3[CH:15]=[CH:14][C:13]([S:16]([CH3:19])(=[O:17])=[O:18])=[CH:12][CH:11]=3)[CH:31]=[C:30]([C:29]3[CH:34]=[CH:35][CH:36]=[C:27]([F:26])[CH:28]=3)[N:20]=2)=[CH:6][CH:7]=1. The yield is 0.500. (5) The reactants are [CH2:1]([NH:3][NH2:4])[CH3:2].[Cl:5][C:6]1[C:11]([CH:12]=O)=[C:10](Cl)[CH:9]=[C:8]([Cl:15])[N:7]=1.C(N(CC)CC)C. The catalyst is C(O)C. The product is [Cl:5][C:6]1[C:11]2[CH:12]=[N:4][N:3]([CH2:1][CH3:2])[C:10]=2[CH:9]=[C:8]([Cl:15])[N:7]=1. The yield is 0.260. (6) The reactants are [CH3:1][N:2]1[C:7]([C:8]([F:11])([F:10])[F:9])=[CH:6][C:5]([CH3:12])=[CH:4][C:3]1=[O:13].FC(F)(F)C(O)=O.FC(F)(F)C(OC(=O)C(F)(F)F)=O.C1C(=O)N([I:41])C(=O)C1.C(=O)([O-])[O-].[Na+].[Na+]. No catalyst specified. The product is [CH3:1][N:2]1[C:7]([C:8]([F:9])([F:10])[F:11])=[CH:6][C:5]([CH3:12])=[C:4]([I:41])[C:3]1=[O:13]. The yield is 0.450.